Dataset: Full USPTO retrosynthesis dataset with 1.9M reactions from patents (1976-2016). Task: Predict the reactants needed to synthesize the given product. (1) Given the product [CH:1]1([N:5]2[CH2:11][CH2:10][C:9]3[CH:12]=[CH:13][C:14]([CH:16]4[CH2:21][CH2:20][N:19]([C:35]([C:34]5[CH:38]=[CH:39][C:31]([C:29]#[N:30])=[CH:32][CH:33]=5)=[O:36])[CH2:18][CH2:17]4)=[CH:15][C:8]=3[CH2:7][CH2:6]2)[CH2:4][CH2:3][CH2:2]1, predict the reactants needed to synthesize it. The reactants are: [CH:1]1([N:5]2[CH2:11][CH2:10][C:9]3[CH:12]=[CH:13][C:14]([CH:16]4[CH2:21][CH2:20][NH:19][CH2:18][CH2:17]4)=[CH:15][C:8]=3[CH2:7][CH2:6]2)[CH2:4][CH2:3][CH2:2]1.C(N(CC)CC)C.[C:29]([C:31]1[CH:39]=[CH:38][C:34]([C:35](Cl)=[O:36])=[CH:33][CH:32]=1)#[N:30]. (2) The reactants are: Br[C:2]1[CH:3]=[C:4]([NH2:11])[C:5]2[O:9][CH2:8][O:7][C:6]=2[CH:10]=1.C[CH2:13][N:14](C(C)C)C(C)C. Given the product [NH2:11][C:4]1[C:5]2[O:9][CH2:8][O:7][C:6]=2[CH:10]=[C:2]([C:13]#[N:14])[CH:3]=1, predict the reactants needed to synthesize it.